Dataset: Forward reaction prediction with 1.9M reactions from USPTO patents (1976-2016). Task: Predict the product of the given reaction. (1) The product is: [CH2:16]([O:19][C:20]([C:22]1([CH2:2][C:3]2[CH:4]=[C:5]([CH2:13][O:14][CH3:15])[C:6]([N+:10]([O-:12])=[O:11])=[C:7]([F:9])[CH:8]=2)[C:27](=[O:28])[CH:26]([NH:29][C:30]([O:32][C:33]([CH3:36])([CH3:35])[CH3:34])=[O:31])[CH2:25][S:24][CH2:23]1)=[O:21])[CH:17]=[CH2:18]. Given the reactants Br[CH2:2][C:3]1[CH:4]=[C:5]([CH2:13][O:14][CH3:15])[C:6]([N+:10]([O-:12])=[O:11])=[C:7]([F:9])[CH:8]=1.[CH2:16]([O:19][C:20]([CH:22]1[C:27](=[O:28])[CH:26]([NH:29][C:30]([O:32][C:33]([CH3:36])([CH3:35])[CH3:34])=[O:31])[CH2:25][S:24][CH2:23]1)=[O:21])[CH:17]=[CH2:18], predict the reaction product. (2) The product is: [C:1]([O:4][C@@H:5]([C:7]1[N:12]=[C:11]([N:18]2[CH2:23][CH2:22][NH:21][CH2:20][CH2:19]2)[CH:10]=[CH:9][N:8]=1)[CH3:6])(=[O:3])[CH3:2]. Given the reactants [C:1]([O:4][C@@H:5]([C:7]1[N:12]=[C:11](OS(C)(=O)=O)[CH:10]=[CH:9][N:8]=1)[CH3:6])(=[O:3])[CH3:2].[NH:18]1[CH2:23][CH2:22][NH:21][CH2:20][CH2:19]1, predict the reaction product. (3) The product is: [F:1][C:2]1[C:10]([NH:11][S:12](=[O:18])(=[O:17])[NH:13][CH2:14][CH2:15][CH3:16])=[CH:9][CH:8]=[C:7]([F:19])[C:3]=1[C:4]([NH:31][C:28]1[CH:29]=[C:30]2[C:22]([O:21][CH3:20])=[N:23][NH:24][C:25]2=[N:26][CH:27]=1)=[O:6]. Given the reactants [F:1][C:2]1[C:10]([NH:11][S:12](=[O:18])(=[O:17])[NH:13][CH2:14][CH2:15][CH3:16])=[CH:9][CH:8]=[C:7]([F:19])[C:3]=1[C:4]([OH:6])=O.[CH3:20][O:21][C:22]1[C:30]2[C:25](=[N:26][CH:27]=[C:28]([NH2:31])[CH:29]=2)[NH:24][N:23]=1.C1C=CC2N(O)N=NC=2C=1.CCN=C=NCCCN(C)C, predict the reaction product. (4) Given the reactants [C:1]([NH:5][C:6]1[N:15]([CH3:16])[C:14](=[O:17])[C:13]2[C:8](=[C:9](I)[CH:10]=[CH:11][CH:12]=2)[N:7]=1)([CH3:4])([CH3:3])[CH3:2].C[C@@H:20]1[C:24]2[NH:25][C:26](B3OC(C)(C)C(C)(C)O3)=[CH:27][C:23]=2[C:22](=[O:37])[NH:21]1, predict the reaction product. The product is: [C:1]([NH:5][C:6]1[N:15]([CH3:16])[C:14](=[O:17])[C:13]2[C:8](=[C:9]([C:26]3[NH:25][C:24]4[CH2:20][NH:21][C:22](=[O:37])[C:23]=4[CH:27]=3)[CH:10]=[CH:11][CH:12]=2)[N:7]=1)([CH3:4])([CH3:3])[CH3:2]. (5) Given the reactants C[Si]([N-][Si](C)(C)C)(C)C.[Na+].CCCCCC.[CH2:17]([C@H:24]1[CH2:28][O:27][C:26](=[O:29])[N:25]1[C:30](=[O:34])[CH2:31][CH2:32][CH3:33])[C:18]1[CH:23]=[CH:22][CH:21]=[CH:20][CH:19]=1.Br[CH2:36]/[CH:37]=[CH:38]/[CH2:39][O:40][CH2:41][C:42]1[CH:47]=[CH:46][CH:45]=[CH:44][CH:43]=1.[Cl-].[NH4+], predict the reaction product. The product is: [CH2:17]([C@H:24]1[CH2:28][O:27][C:26](=[O:29])[N:25]1[C:30](=[O:34])[C@H:31]([CH2:32][CH3:33])[CH2:36]/[CH:37]=[CH:38]/[CH2:39][O:40][CH2:41][C:42]1[CH:47]=[CH:46][CH:45]=[CH:44][CH:43]=1)[C:18]1[CH:19]=[CH:20][CH:21]=[CH:22][CH:23]=1.